From a dataset of Catalyst prediction with 721,799 reactions and 888 catalyst types from USPTO. Predict which catalyst facilitates the given reaction. (1) Reactant: [CH3:1][C:2]1[CH:7]=[CH:6][N:5]=[CH:4][C:3]=1[N:8]1[CH2:12][CH2:11][NH:10][C:9]1=[O:13].Br[C:15]1[C:23]2[C:22]([C:24]#[N:25])=[CH:21][CH:20]=[CH:19][C:18]=2[N:17]([CH3:26])[CH:16]=1.N[C@@H]1CCCC[C@H]1N.C(=O)([O-])[O-].[K+].[K+]. Product: [CH3:26][N:17]1[C:18]2[CH:19]=[CH:20][CH:21]=[C:22]([C:24]#[N:25])[C:23]=2[C:15]([N:10]2[CH2:11][CH2:12][N:8]([C:3]3[CH:4]=[N:5][CH:6]=[CH:7][C:2]=3[CH3:1])[C:9]2=[O:13])=[CH:16]1. The catalyst class is: 246. (2) Reactant: [F:1][C:2]([F:23])([F:22])[C:3]1[CH:4]=[C:5]([CH:19]=[CH:20][CH:21]=1)[C:6]([NH:8][C:9]1[CH:10]=[CH:11][C:12]([Cl:18])=[C:13]([CH:17]=1)[C:14](O)=[O:15])=[O:7].ClC1N=C(OC)N=C(OC)N=1.CN1CCOCC1.[N:42]1([CH2:47][CH2:48][NH:49][C:50]([C:52]2[CH:57]=[CH:56][C:55]([NH:58][C:59]3[N:64]=[CH:63][C:62]([NH2:65])=[CH:61][N:60]=3)=[CH:54][N:53]=2)=[O:51])[CH2:46][CH2:45][CH2:44][CH2:43]1. Product: [N:42]1([CH2:47][CH2:48][NH:49][C:50]([C:52]2[CH:57]=[CH:56][C:55]([NH:58][C:59]3[N:60]=[CH:61][C:62]([NH:65][C:14](=[O:15])[C:13]4[CH:17]=[C:9]([NH:8][C:6](=[O:7])[C:5]5[CH:19]=[CH:20][CH:21]=[C:3]([C:2]([F:22])([F:23])[F:1])[CH:4]=5)[CH:10]=[CH:11][C:12]=4[Cl:18])=[CH:63][N:64]=3)=[CH:54][N:53]=2)=[O:51])[CH2:46][CH2:45][CH2:44][CH2:43]1. The catalyst class is: 2. (3) Reactant: [N+:1]([C:4]1[CH:17]=[CH:16][C:7]2[CH2:8][CH2:9][N:10]([C:13](=[O:15])[CH3:14])[CH2:11][CH2:12][C:6]=2[CH:5]=1)([O-])=O. Product: [NH2:1][C:4]1[CH:17]=[CH:16][C:7]2[CH2:8][CH2:9][N:10]([C:13](=[O:15])[CH3:14])[CH2:11][CH2:12][C:6]=2[CH:5]=1. The catalyst class is: 8.